The task is: Predict the product of the given reaction.. This data is from Forward reaction prediction with 1.9M reactions from USPTO patents (1976-2016). (1) Given the reactants Br[C:2]1[CH:3]=[C:4]([CH:8]2[CH2:13][CH2:12][CH2:11][CH2:10][N:9]2[CH2:14][C:15]2[C:23]([CH3:24])=[CH:22][C:21]([CH3:25])=[C:20]3[C:16]=2[CH:17]=[CH:18][N:19]3[C:26]([O:28][C:29]([CH3:32])([CH3:31])[CH3:30])=[O:27])[CH:5]=[CH:6][CH:7]=1.[CH3:33][N:34](C=O)C, predict the reaction product. The product is: [C:33]([C:2]1[CH:3]=[C:4]([CH:8]2[CH2:13][CH2:12][CH2:11][CH2:10][N:9]2[CH2:14][C:15]2[C:23]([CH3:24])=[CH:22][C:21]([CH3:25])=[C:20]3[C:16]=2[CH:17]=[CH:18][N:19]3[C:26]([O:28][C:29]([CH3:30])([CH3:31])[CH3:32])=[O:27])[CH:5]=[CH:6][CH:7]=1)#[N:34]. (2) The product is: [OH:33][C:29]1[CH:28]=[C:27]([C:5]2[N:6]=[C:7]3[C:2]([NH:1][C:65](=[O:69])[N:8]3[C:9]3[CH:17]=[CH:16][CH:15]=[C:14]4[C:10]=3[CH:11]=[CH:12][NH:13]4)=[C:3]([C:34]([NH2:36])=[O:35])[N:4]=2)[CH:32]=[CH:31][CH:30]=1. Given the reactants [NH2:1][C:2]1[C:3]([C:34]([NH2:36])=[O:35])=[N:4][C:5]([C:27]2[CH:32]=[CH:31][CH:30]=[C:29]([OH:33])[CH:28]=2)=[N:6][C:7]=1[NH:8][C:9]1[CH:17]=[CH:16][CH:15]=[C:14]2[C:10]=1[CH:11]=[CH:12][N:13]2S(C1C=CC=CC=1)(=O)=O.NC1C(C(OC)=O)=NC(C2C=CC=[C:65]([OH:69])C=2)=NC=1NC1C=CC=C2C=1C=CN2S(C1C=CC=CC=1)(=O)=O, predict the reaction product. (3) Given the reactants CC1(C)C(C)(C)OB([C:9]2[CH:10]=[C:11]3[C:16](=[CH:17][CH:18]=2)[N:15]=[CH:14][CH:13]=[C:12]3[N:19]2[CH2:24][CH2:23][CH2:22][C@H:21]([NH:25]C(=O)OC(C)(C)C)[CH2:20]2)O1.FC(F)(F)S(O[C:40]1[CH:45]=[CH:44][CH:43]=[C:42]([C:46]2[S:47][CH:48]=[CH:49][N:50]=2)[N:41]=1)(=O)=O, predict the reaction product. The product is: [S:47]1[CH:48]=[CH:49][N:50]=[C:46]1[C:42]1[N:41]=[C:40]([C:9]2[CH:10]=[C:11]3[C:16](=[CH:17][CH:18]=2)[N:15]=[CH:14][CH:13]=[C:12]3[N:19]2[CH2:24][CH2:23][CH2:22][C@H:21]([NH2:25])[CH2:20]2)[CH:45]=[CH:44][CH:43]=1. (4) Given the reactants [I:1][C:2]1[N:3](C(C2C=CC=CC=2)(C2C=CC=CC=2)C2C=CC=CC=2)[CH:4]=[C:5]([C:7]2[S:8][C:9]([CH3:12])=[CH:10][CH:11]=2)[N:6]=1.CC(O)=O, predict the reaction product. The product is: [I:1][C:2]1[NH:3][CH:4]=[C:5]([C:7]2[S:8][C:9]([CH3:12])=[CH:10][CH:11]=2)[N:6]=1. (5) Given the reactants [H-].[Na+].[F:3][C:4]([F:28])([F:27])[O:5][C:6]1[CH:11]=[CH:10][C:9]([N:12]2[CH:16]=[N:15][C:14]([C:17]3[CH:22]=[CH:21][C:20]([C:23](=O)[CH2:24][CH3:25])=[CH:19][CH:18]=3)=[N:13]2)=[CH:8][CH:7]=1.[C:29]([O:32][CH2:33][CH3:34])(=[O:31])[CH3:30], predict the reaction product. The product is: [F:28][C:4]([F:3])([F:27])[O:5][C:6]1[CH:11]=[CH:10][C:9]([N:12]2[CH:16]=[N:15][C:14]([C:17]3[CH:22]=[CH:21][C:20]([CH:23]([CH2:24][CH3:25])[CH2:30][C:29]([O:32][CH2:33][CH3:34])=[O:31])=[CH:19][CH:18]=3)=[N:13]2)=[CH:8][CH:7]=1. (6) Given the reactants Br[CH2:2][CH2:3][N:4]1[CH:12]=[C:11]2[C:6]([CH2:7][CH2:8][C:9]3[C:15]4[C:16]([O:20][CH2:21][CH2:22][C:23]5[CH:28]=[CH:27][C:26]([N+:29]([O-:31])=[O:30])=[CH:25][CH:24]=5)=[N:17][CH:18]=[N:19][C:14]=4[S:13][C:10]=32)=[N:5]1.C([O-])([O-])=O.[K+].[K+].[Na+].[I-].[CH3:40][N:41]1[CH2:46][CH2:45][NH:44][CH2:43][CH2:42]1, predict the reaction product. The product is: [CH3:40][N:41]1[CH2:46][CH2:45][N:44]([CH2:2][CH2:3][N:4]2[CH:12]=[C:11]3[C:6]([CH2:7][CH2:8][C:9]4[C:15]5[C:16]([O:20][CH2:21][CH2:22][C:23]6[CH:28]=[CH:27][C:26]([N+:29]([O-:31])=[O:30])=[CH:25][CH:24]=6)=[N:17][CH:18]=[N:19][C:14]=5[S:13][C:10]=43)=[N:5]2)[CH2:43][CH2:42]1. (7) Given the reactants [C:1]([O:5][C:6](=[O:16])[NH:7][CH2:8][C:9]1[CH:14]=[CH:13][CH:12]=[CH:11][C:10]=1[NH2:15])([CH3:4])([CH3:3])[CH3:2].N1C=CC=CC=1.[CH3:23][S:24](Cl)(=[O:26])=[O:25], predict the reaction product. The product is: [C:1]([O:5][C:6](=[O:16])[NH:7][CH2:8][C:9]1[CH:14]=[CH:13][CH:12]=[CH:11][C:10]=1[NH:15][S:24]([CH3:23])(=[O:26])=[O:25])([CH3:4])([CH3:2])[CH3:3]. (8) Given the reactants [C:1]([C:3]1[C:4](=[O:26])[N:5]([C:20]2[CH:25]=[CH:24][CH:23]=[CH:22][CH:21]=2)[C:6]2[CH2:7][CH2:8][N:9](C(OC(C)(C)C)=O)[CH2:10][C:11]=2[CH:12]=1)#[N:2], predict the reaction product. The product is: [O:26]=[C:4]1[C:3]([C:1]#[N:2])=[CH:12][C:11]2[CH2:10][NH:9][CH2:8][CH2:7][C:6]=2[N:5]1[C:20]1[CH:25]=[CH:24][CH:23]=[CH:22][CH:21]=1. (9) Given the reactants C[Si](C)(C)[N-][Si](C)(C)C.[Na+].[CH2:11]([C:13]1[CH:18]=[C:17]([C:19]2[CH:20]=[N:21][C:22]([N:25]3[CH2:30][CH2:29][O:28][CH2:27][CH2:26]3)=[N:23][CH:24]=2)[CH:16]=[CH:15][C:14]=1[NH:31][C:32]1[N:37]=[CH:36][C:35]2[N:38]=[CH:39][N:40]([CH3:41])[C:34]=2[CH:33]=1)[CH3:12].I[CH3:43], predict the reaction product. The product is: [CH2:11]([C:13]1[CH:18]=[C:17]([C:19]2[CH:24]=[N:23][C:22]([N:25]3[CH2:30][CH2:29][O:28][CH2:27][CH2:26]3)=[N:21][CH:20]=2)[CH:16]=[CH:15][C:14]=1[N:31]([CH3:43])[C:32]1[CH:33]=[C:34]2[N:40]([CH3:41])[CH:39]=[N:38][C:35]2=[CH:36][N:37]=1)[CH3:12].